Dataset: Catalyst prediction with 721,799 reactions and 888 catalyst types from USPTO. Task: Predict which catalyst facilitates the given reaction. (1) Reactant: C[O:2][C:3](=O)[C:4]1[C:9]([CH3:10])=[CH:8][C:7]([O:11][CH3:12])=[CH:6][C:5]=1[Br:13].C1C(=O)[N:19](Br)C(=O)C1.CC(N=NC(C#N)(C)C)(C#N)C. Product: [Br:13][C:5]1[CH:6]=[C:7]([O:11][CH3:12])[CH:8]=[C:9]2[C:4]=1[C:3](=[O:2])[NH:19][CH2:10]2. The catalyst class is: 638. (2) Reactant: Br[C:2]1[CH:7]=[C:6]([F:8])[CH:5]=[CH:4][C:3]=1[F:9].C([Mg]Cl)(C)C.[O:15]=[C:16]1[CH2:21][CH2:20][CH2:19][CH2:18][N:17]1[C:22]([O:24][C:25]([CH3:28])([CH3:27])[CH3:26])=[O:23]. Product: [F:9][C:3]1[CH:4]=[CH:5][C:6]([F:8])=[CH:7][C:2]=1[C:16]1([OH:15])[CH2:21][CH2:20][CH2:19][CH2:18][N:17]1[C:22]([O:24][C:25]([CH3:27])([CH3:26])[CH3:28])=[O:23]. The catalyst class is: 1. (3) Reactant: [Cl:1][C:2]1[CH:12]=[CH:11][C:10]([OH:13])=[CH:9][C:3]=1[C:4]([O:6][CH2:7][CH3:8])=[O:5].Br[CH2:15][C:16]([O:18][C:19]([CH3:22])([CH3:21])[CH3:20])=[O:17].C(=O)([O-])[O-].[K+].[K+]. Product: [C:19]([O:18][C:16](=[O:17])[CH2:15][O:13][C:10]1[CH:11]=[CH:12][C:2]([Cl:1])=[C:3]([CH:9]=1)[C:4]([O:6][CH2:7][CH3:8])=[O:5])([CH3:22])([CH3:21])[CH3:20]. The catalyst class is: 35. (4) Reactant: C(Cl)(Cl)Cl.[C:5]([C:7]1[CH:29]=[CH:28][C:10]([O:11][CH2:12][CH2:13][CH2:14][CH:15]2[CH2:20][CH2:19][N:18](C(OC(C)(C)C)=O)[CH2:17][CH2:16]2)=[CH:9][CH:8]=1)#[N:6].FC(F)(F)C(O)=O. Product: [NH:18]1[CH2:19][CH2:20][CH:15]([CH2:14][CH2:13][CH2:12][O:11][C:10]2[CH:9]=[CH:8][C:7]([C:5]#[N:6])=[CH:29][CH:28]=2)[CH2:16][CH2:17]1. The catalyst class is: 6. (5) Reactant: [F:1][C:2]1[CH:9]=[CH:8][C:7]([CH:10]=[O:11])=[CH:6][C:3]=1[C:4]#[N:5].[CH2:12](O)[CH2:13][OH:14].C1(C)C=CC(S(O)(=O)=O)=CC=1.C(OCC)(=O)C. Product: [O:11]1[CH2:12][CH2:13][O:14][CH:10]1[C:7]1[CH:8]=[CH:9][C:2]([F:1])=[C:3]([CH:6]=1)[C:4]#[N:5]. The catalyst class is: 11. (6) Reactant: [Si:1]([O:8][CH2:9][C:10]1[N:15]=[C:14]([CH3:16])[C:13]([N+:17]([O-])=O)=[CH:12][CH:11]=1)([C:4]([CH3:7])([CH3:6])[CH3:5])([CH3:3])[CH3:2]. Product: [Si:1]([O:8][CH2:9][C:10]1[N:15]=[C:14]([CH3:16])[C:13]([NH2:17])=[CH:12][CH:11]=1)([C:4]([CH3:7])([CH3:6])[CH3:5])([CH3:3])[CH3:2]. The catalyst class is: 19. (7) Reactant: Cl[C:2]1[N:3]=[C:4]2[NH:13][C@H:12]([C:14]([F:17])([F:16])[F:15])[CH2:11][CH2:10][N:5]2[C:6](=[O:9])[C:7]=1[F:8].[NH:18]1[CH2:23][CH2:22][O:21][CH2:20][CH2:19]1. Product: [F:8][C:7]1[C:6](=[O:9])[N:5]2[CH2:10][CH2:11][C@@H:12]([C:14]([F:17])([F:16])[F:15])[NH:13][C:4]2=[N:3][C:2]=1[N:18]1[CH2:23][CH2:22][O:21][CH2:20][CH2:19]1. The catalyst class is: 10. (8) Reactant: [I:1][C:2]1[CH:7]=[CH:6][C:5]([S:8](Cl)(=[O:10])=[O:9])=[CH:4][CH:3]=1.[NH2:12][C:13]1[N:18]=[CH:17][C:16]([C:19](=[O:21])[CH3:20])=[CH:15][CH:14]=1.Cl. Product: [C:19]([C:16]1[CH:15]=[CH:14][C:13]([NH:12][S:8]([C:5]2[CH:6]=[CH:7][C:2]([I:1])=[CH:3][CH:4]=2)(=[O:10])=[O:9])=[N:18][CH:17]=1)(=[O:21])[CH3:20]. The catalyst class is: 17. (9) Reactant: [F:1][C:2]1([F:44])[CH2:7][C@H:6]([O:8][C:9]2[C:14]([F:15])=[CH:13][C:12]([S:16]([N:19](CC3C=CC(OC)=CC=3OC)[C:20]3[CH:25]=[CH:24][N:23]=[CH:22][N:21]=3)(=[O:18])=[O:17])=[C:11]([F:37])[CH:10]=2)[C@@H:5]([C:38]2[N:42]([CH3:43])[N:41]=[CH:40][CH:39]=2)[CH2:4][CH2:3]1.C([SiH](CC)CC)C.FC(F)(F)C(O)=O. Product: [F:44][C:2]1([F:1])[CH2:7][C@H:6]([O:8][C:9]2[C:14]([F:15])=[CH:13][C:12]([S:16]([NH:19][C:20]3[CH:25]=[CH:24][N:23]=[CH:22][N:21]=3)(=[O:17])=[O:18])=[C:11]([F:37])[CH:10]=2)[C@@H:5]([C:38]2[N:42]([CH3:43])[N:41]=[CH:40][CH:39]=2)[CH2:4][CH2:3]1. The catalyst class is: 4.